Dataset: Experimentally validated miRNA-target interactions with 360,000+ pairs, plus equal number of negative samples. Task: Binary Classification. Given a miRNA mature sequence and a target amino acid sequence, predict their likelihood of interaction. (1) The miRNA is hsa-miR-8087 with sequence GAAGACUUCUUGGAUUACAGGGG. The protein sequence of the target gene is MSLPSGHTTGHTDQVVQRRARCWDIYQRRFSSRSEPVNPGMHSSSHQQQDGDAAMHGAHMDSPVRYTPYTISPYNRKGSFRKQDQTHVNMEREQKPPERRMEGNMPDGTLGSWFKITVPFGIKYNEKWLLNLIQNECSVPFVPVEFHYENMHASFFVENASIAYALKNVSGKIWDEDNEKISIFVNPAGIPHFVHRELKSEKVEQIKLAMNQQCDVSQEALDIQRLPFYPDMVNRDTKMASNPRKCMAASLDVHEENIPTVMSAGEMDKWKGIEPGEKCADRSPVCTTFSDTSSNINSIL.... Result: 0 (no interaction). (2) The miRNA is hsa-miR-6757-5p with sequence UAGGGAUGGGAGGCCAGGAUGA. The protein sequence of the target gene is MDPNCSCATGGSCTCTGSCKCKECKCTSCKKSCCSCCPMSCAKCAQGCICKGASEKCSCCA. Result: 1 (interaction). (3) Result: 1 (interaction). The miRNA is mmu-miR-149-5p with sequence UCUGGCUCCGUGUCUUCACUCCC. The protein sequence of the target gene is MAGPGAWKRLKSLLRKDDTPLFLNDTSAFDFSDEVSDEGLSRFNKLRVVVADDDSEAPERPVNGAHPALQADDDSLLDQDLPLTNSQLSLKMDPCDNCSKRRELLKQRKVKTRLTIAAVLYLLFMIGELVGGYMANSLAIMTDALHMLTDLSAIILTLLALWLSSKSPTRRFTFGFHRLEVLSAMISVMLVYVLMGFLLYEAVQRTIHMNYEINGDVMLITAAVGVAVNVIMGFLLNQSGHHHSHAHSHSLPSNSPSMVSSGHNHGQDSLAVRAAFVHALGDLVQSVGVLIAAYIIRFKP.... (4) The miRNA is mmu-miR-3082-5p with sequence GACAGAGUGUGUGUGUCUGUGU. The protein sequence of the target gene is MAKGEGAESGSAAGLLPTSILQASERPVQVKKEPKKKQQLSICNKLCYAVGGAPYQLTGCALGFFLQIYLLDVAKVEPLPASIILFVGRAWDAFTDPLVGFCISKSSWTRLGRLMPWIIFSTPLAIIAYFLIWFVPDFPSGTESSHGFLWYLLFYCLFETLVTCFHVPYSALTMFISTEQSERDSATAYRMTVEVLGTVIGTAIQGQIVGQAKAPCLQDQNGSVVVSEVANRTQSTASLKDTQNAYLLAAGIIASIYVLCAFILILGVREQRELYESQQAESMPFFQGLRLVMGHGPYVK.... Result: 0 (no interaction).